Task: Predict the product of the given reaction.. Dataset: Forward reaction prediction with 1.9M reactions from USPTO patents (1976-2016) Given the reactants [OH:1][C@@H:2]1[C@H:6]([OH:7])[C@@H:5]([CH2:8][OH:9])[O:4][C@H:3]1[N:10]1[CH:15]=[C:14]([F:16])[C:13](=[O:17])[N:12]([CH2:18]/[CH:19]=[C:20](\[CH3:32])/[CH2:21][CH2:22]/[CH:23]=[C:24](\[CH3:31])/[CH2:25][CH2:26][CH:27]=[C:28]([CH3:30])[CH3:29])[C:11]1=[O:33].[C:34]1(C)[CH:39]=CC(S(O)(=O)=O)=C[CH:35]=1, predict the reaction product. The product is: [F:16][C:14]1[C:13](=[O:17])[N:12]([CH2:18]/[CH:19]=[C:20](\[CH3:32])/[CH2:21][CH2:22]/[CH:23]=[C:24](\[CH3:31])/[CH2:25][CH2:26][CH:27]=[C:28]([CH3:29])[CH3:30])[C:11](=[O:33])[N:10]([C@H:3]2[C@H:2]3[C@H:6]([O:7][C:34]([CH3:39])([CH3:35])[O:1]3)[C@@H:5]([CH2:8][OH:9])[O:4]2)[CH:15]=1.